From a dataset of Reaction yield outcomes from USPTO patents with 853,638 reactions. Predict the reaction yield, written as a fraction of the theoretical maximum amount of product (1.0 means a 100% yield; for example, 0.34 means a 34% yield). (1) The reactants are [NH2:1]/[C:2](/[CH3:10])=[C:3](/[CH3:9])\[C:4]([O:6][CH2:7][CH3:8])=[O:5].C(O[BH-](OC(=O)C)OC(=O)C)(=O)C.[Na+].C(O)(=O)C. The catalyst is C(#N)C. The product is [NH2:1][CH:2]([CH3:10])[CH:3]([CH3:9])[C:4]([O:6][CH2:7][CH3:8])=[O:5]. The yield is 0.940. (2) The product is [NH2:11][C:9]1[C:8]([O:14][CH3:15])=[C:7]2[C:3]([CH2:4][CH2:5][C:6]2=[CH:16][C:17]#[N:18])=[CH:2][CH:10]=1. The yield is 1.00. The reactants are Br[C:2]1[CH:10]=[C:9]([N+:11]([O-])=O)[C:8]([O:14][CH3:15])=[C:7]2[C:3]=1[CH2:4][CH2:5][C:6]2=[CH:16][C:17]#[N:18].C(N(CC)CC)C. The catalyst is C(OCC)(=O)C.[C].[Pd]. (3) The reactants are [CH3:1][O:2][C:3]1[CH:18]=[CH:17][C:6]([CH2:7][N:8]([CH3:16])[C:9](=[O:15])[O:10][C:11]([CH3:14])([CH3:13])[CH3:12])=[CH:5][C:4]=1[N+:19]([O-])=O. The catalyst is CCOC(C)=O. The product is [NH2:19][C:4]1[CH:5]=[C:6]([CH:17]=[CH:18][C:3]=1[O:2][CH3:1])[CH2:7][N:8]([CH3:16])[C:9](=[O:15])[O:10][C:11]([CH3:14])([CH3:13])[CH3:12]. The yield is 0.890. (4) The reactants are Cl.[CH2:2]1[CH2:8][NH:7][CH2:6][CH2:5][C:4]2[O:9][C:10]3[CH:15]=[C:14]([N:16]4[CH:21]=[CH:20][C:19]([O:22][CH2:23][C:24]5[CH:25]=[N:26][C:27]([C:30]([F:33])([F:32])[F:31])=[CH:28][CH:29]=5)=[CH:18][C:17]4=[O:34])[CH:13]=[CH:12][C:11]=3[C:3]1=2.C=O.[C:37](O[BH-](OC(=O)C)OC(=O)C)(=O)C.[Na+]. The catalyst is ClCCl.CO.C([O-])(O)=O.[Na+]. The product is [CH3:37][N:7]1[CH2:8][CH2:2][C:3]2[C:11]3[CH:12]=[CH:13][C:14]([N:16]4[CH:21]=[CH:20][C:19]([O:22][CH2:23][C:24]5[CH:25]=[N:26][C:27]([C:30]([F:31])([F:33])[F:32])=[CH:28][CH:29]=5)=[CH:18][C:17]4=[O:34])=[CH:15][C:10]=3[O:9][C:4]=2[CH2:5][CH2:6]1. The yield is 0.910. (5) The reactants are C(OC([N:8]1[CH2:13][CH2:12][CH:11]([NH:14][C:15]2[S:16][C:17]([C:20]#[N:21])=[N:18][N:19]=2)[CH2:10][CH2:9]1)=O)(C)(C)C.FC(F)(F)C(O)=O. The catalyst is ClCCl. The product is [NH:8]1[CH2:9][CH2:10][CH:11]([NH:14][C:15]2[S:16][C:17]([C:20]#[N:21])=[N:18][N:19]=2)[CH2:12][CH2:13]1. The yield is 0.920. (6) The reactants are C([O:8][C:9]1[CH:14]=[C:13]([C:15]2[CH:16]=[N:17][NH:18][CH:19]=2)[CH:12]=[C:11]([F:20])[C:10]=1[C:21]1[S:25][C:24]([N:26]2[CH2:29][C:28]3([CH2:34][CH2:33][N:32]([C:35]([O:37][C:38]([CH3:41])([CH3:40])[CH3:39])=[O:36])[CH2:31][CH2:30]3)[CH2:27]2)=[N:23][N:22]=1)C1C=CC=CC=1. The catalyst is CO.C(Cl)Cl.[Pd]. The product is [F:20][C:11]1[CH:12]=[C:13]([C:15]2[CH:16]=[N:17][NH:18][CH:19]=2)[CH:14]=[C:9]([OH:8])[C:10]=1[C:21]1[S:25][C:24]([N:26]2[CH2:27][C:28]3([CH2:34][CH2:33][N:32]([C:35]([O:37][C:38]([CH3:41])([CH3:40])[CH3:39])=[O:36])[CH2:31][CH2:30]3)[CH2:29]2)=[N:23][N:22]=1. The yield is 0.740. (7) The reactants are [NH2:1][CH:2]([CH2:6][C:7]1[CH:12]=[CH:11][CH:10]=[CH:9][N:8]=1)[C:3]([OH:5])=[O:4].Cl[C:14]([O:16][CH3:17])=[O:15]. The catalyst is O1CCOCC1.[OH-].[Na+]. The product is [CH3:17][O:16][C:14]([NH:1][C@H:2]([C:3]([OH:5])=[O:4])[CH2:6][C:7]1[CH:12]=[CH:11][CH:10]=[CH:9][N:8]=1)=[O:15]. The yield is 0.650. (8) The reactants are [C:1]([C:5]1[NH:6][C:7]2[C:12]([CH:13]=1)=[C:11]([F:14])[CH:10]=[CH:9][CH:8]=2)([CH3:4])([CH3:3])[CH3:2].[N+:15]([O-])([O-:17])=[O:16].[K+].O. The catalyst is OS(O)(=O)=O. The product is [C:1]([C:5]1[NH:6][C:7]2[C:12]([CH:13]=1)=[C:11]([F:14])[C:10]([N+:15]([O-:17])=[O:16])=[CH:9][CH:8]=2)([CH3:4])([CH3:2])[CH3:3]. The yield is 0.730.